This data is from Full USPTO retrosynthesis dataset with 1.9M reactions from patents (1976-2016). The task is: Predict the reactants needed to synthesize the given product. (1) The reactants are: [OH:1][C:2]1([C:5]([OH:7])=O)[CH2:4][CH2:3]1.CN(C(ON1N=NC2C=CC=CC1=2)=[N+](C)C)C.F[P-](F)(F)(F)(F)F.Cl.[N:33]1([C:39]([N:41]2[CH2:46][CH2:45][CH:44]([C:47]3[CH:48]=[C:49]4[C:54](=[CH:55][CH:56]=3)[CH:53]=[C:52]([C:57]#[N:58])[CH:51]=[CH:50]4)[CH2:43][CH2:42]2)=[O:40])[CH2:38][CH2:37][NH:36][CH2:35][CH2:34]1.CCN(C(C)C)C(C)C. Given the product [OH:1][C:2]1([C:5]([N:36]2[CH2:37][CH2:38][N:33]([C:39]([N:41]3[CH2:46][CH2:45][CH:44]([C:47]4[CH:48]=[C:49]5[C:54](=[CH:55][CH:56]=4)[CH:53]=[C:52]([C:57]#[N:58])[CH:51]=[CH:50]5)[CH2:43][CH2:42]3)=[O:40])[CH2:34][CH2:35]2)=[O:7])[CH2:4][CH2:3]1, predict the reactants needed to synthesize it. (2) Given the product [CH3:4][O:5][C:6]([C:8]1[C:17]2[O:16][CH2:15][CH:14]([C:18]3[CH:19]=[N:20][CH:21]=[C:22]([O:24][CH2:1][CH3:2])[CH:23]=3)[O:13][C:12]=2[CH:11]=[CH:10][CH:9]=1)=[O:7], predict the reactants needed to synthesize it. The reactants are: [CH2:1](O)[CH3:2].[CH3:4][O:5][C:6]([C:8]1[C:17]2[O:16][CH2:15][CH:14]([C:18]3[CH:19]=[N:20][CH:21]=[C:22]([OH:24])[CH:23]=3)[O:13][C:12]=2[CH:11]=[CH:10][CH:9]=1)=[O:7].C1(P(C2C=CC=CC=2)C2C=CC=CC=2)C=CC=CC=1.N(C(OC(C)C)=O)=NC(OC(C)C)=O.